This data is from CYP1A2 inhibition data for predicting drug metabolism from PubChem BioAssay. The task is: Regression/Classification. Given a drug SMILES string, predict its absorption, distribution, metabolism, or excretion properties. Task type varies by dataset: regression for continuous measurements (e.g., permeability, clearance, half-life) or binary classification for categorical outcomes (e.g., BBB penetration, CYP inhibition). Dataset: cyp1a2_veith. The molecule is Cc1cccc(C)c1NC(=O)C(=O)NCc1ccccn1. The result is 0 (non-inhibitor).